Dataset: Catalyst prediction with 721,799 reactions and 888 catalyst types from USPTO. Task: Predict which catalyst facilitates the given reaction. (1) Reactant: [O:1]1[C@H:3]([C@@H:4]([O:11][C:12]2[CH:17]=[CH:16][CH:15]=[CH:14][C:13]=2[O:18][CH2:19][CH3:20])[C:5]2[CH:10]=[CH:9][CH:8]=[CH:7][CH:6]=2)[CH2:2]1.CO.[OH-].[NH4+:24]. Product: [CH2:19]([O:18][C:13]1[CH:14]=[CH:15][CH:16]=[CH:17][C:12]=1[O:11][C@@H:4]([C:5]1[CH:10]=[CH:9][CH:8]=[CH:7][CH:6]=1)[C@@H:3]([OH:1])[CH2:2][NH2:24])[CH3:20]. The catalyst class is: 2. (2) Reactant: [Cl:1][C:2]1[CH:7]=[C:6]([CH2:8][O:9][C:10]2([C:13]([N:15]3C4C(=CC=CC=4)N(C4CC4)CC3)=[O:14])[CH2:12][CH2:11]2)[C:5]([Cl:28])=[CH:4][C:3]=1[CH2:29][CH2:30][C:31]([OH:33])=O.[CH3:34][NH:35][CH2:36][C@H:37]([OH:46])[C@@H:38]([OH:45])[C@H:39]([OH:44])[C@H:40]([OH:43])[CH2:41][OH:42].CN(C(ON1N=N[C:57]2[CH:58]=CC=N[C:56]1=2)=[N+](C)C)C.F[P-](F)(F)(F)(F)F.[CH3:71][CH2:72][N:73]([CH:77]([CH3:79])[CH3:78])[CH:74]([CH3:76])[CH3:75]. Product: [Cl:1][C:2]1[CH:7]=[C:6]([CH2:8][O:9][C:10]2([C:13]([N:15]3[C:76]4[C:74](=[CH:75][CH:56]=[CH:57][CH:58]=4)[N:73]([CH:77]4[CH2:79][CH2:78]4)[CH2:72][CH2:71]3)=[O:14])[CH2:11][CH2:12]2)[C:5]([Cl:28])=[CH:4][C:3]=1[CH2:29][CH2:30][C:31]([N:35]([CH3:34])[CH2:36][C@H:37]([OH:46])[C@@H:38]([OH:45])[C@H:39]([OH:44])[C@H:40]([OH:43])[CH2:41][OH:42])=[O:33]. The catalyst class is: 3. (3) Reactant: [CH3:1][O:2][C:3]1[CH:8]=[CH:7][C:6]([C:9]2[N:10]=[C:11]([C:21]3([OH:31])[CH2:30][CH2:29][C:24]4(OCC[O:25]4)[CH2:23][CH2:22]3)[S:12][C:13]=2[C:14]2[CH:19]=[CH:18][C:17]([CH3:20])=[CH:16][CH:15]=2)=[CH:5][CH:4]=1.C(=O)([O-])O.[Na+]. Product: [OH:31][C:21]1([C:11]2[S:12][C:13]([C:14]3[CH:19]=[CH:18][C:17]([CH3:20])=[CH:16][CH:15]=3)=[C:9]([C:6]3[CH:7]=[CH:8][C:3]([O:2][CH3:1])=[CH:4][CH:5]=3)[N:10]=2)[CH2:30][CH2:29][C:24](=[O:25])[CH2:23][CH2:22]1. The catalyst class is: 632. (4) Reactant: [CH2:1]([O:3][C:4]([C@@H:6]([NH:10][C@H:11]([C:13]([OH:15])=O)[CH3:12])[CH2:7][CH2:8][CH3:9])=[O:5])[CH3:2].Cl.P(Cl)(Cl)(Cl)(Cl)[Cl:18]. Product: [CH2:1]([O:3][C:4]([C@@H:6]([NH:10][C@H:11]([C:13]([Cl:18])=[O:15])[CH3:12])[CH2:7][CH2:8][CH3:9])=[O:5])[CH3:2]. The catalyst class is: 81. (5) Reactant: [Br:1][C:2]1[CH:9]=[CH:8][C:7]([O:10][CH3:11])=[CH:6][C:3]=1C=O.O.C1(C)C=CC(S(O)(=O)=O)=CC=1.C(O[CH:27]([O:31][CH2:32]C)[O:28][CH2:29]C)C. Product: [Br:1][C:2]1[CH:9]=[CH:8][C:7]([O:10][CH3:11])=[CH:6][C:3]=1[CH:27]([O:28][CH3:29])[O:31][CH3:32]. The catalyst class is: 5. (6) Reactant: [Br:1][C:2]1[C:3]([CH2:20][C:21]([NH:23][N:24]([C:38]2[CH:43]=[CH:42][C:41]([O:44][CH3:45])=[CH:40][CH:39]=2)[C:25]2[C:30]([N:31]3[CH2:36][CH2:35][CH2:34][CH2:33][CH2:32]3)=[CH:29][CH:28]=[CH:27][C:26]=2[CH3:37])=[O:22])=[CH:4][C:5]([O:18][CH3:19])=[C:6]([CH:17]=1)[C:7]([O:9]N1C(=O)CCC1=O)=O.[CH3:46][NH:47][CH3:48]. Product: [Br:1][C:2]1[C:3]([CH2:20][C:21]([NH:23][N:24]([C:38]2[CH:43]=[CH:42][C:41]([O:44][CH3:45])=[CH:40][CH:39]=2)[C:25]2[C:30]([N:31]3[CH2:36][CH2:35][CH2:34][CH2:33][CH2:32]3)=[CH:29][CH:28]=[CH:27][C:26]=2[CH3:37])=[O:22])=[CH:4][C:5]([O:18][CH3:19])=[C:6]([CH:17]=1)[C:7]([N:47]([CH3:48])[CH3:46])=[O:9]. The catalyst class is: 1.